Dataset: TCR-epitope binding with 47,182 pairs between 192 epitopes and 23,139 TCRs. Task: Binary Classification. Given a T-cell receptor sequence (or CDR3 region) and an epitope sequence, predict whether binding occurs between them. (1) The epitope is FLNGSCGSV. The TCR CDR3 sequence is CASSQEPSGGAGETQYF. Result: 0 (the TCR does not bind to the epitope). (2) The epitope is FLASKIGRLV. Result: 0 (the TCR does not bind to the epitope). The TCR CDR3 sequence is CASSQEGQGAIFYEQYF. (3) The epitope is KLSYGIATV. The TCR CDR3 sequence is CASSLASGNTGELFF. Result: 1 (the TCR binds to the epitope). (4) The epitope is SFHSLHLLF. The TCR CDR3 sequence is CASSQDRGYVYGYTF. Result: 1 (the TCR binds to the epitope). (5) The TCR CDR3 sequence is CATSGPGLSTDTQYF. The epitope is NLDSKVGGNY. Result: 1 (the TCR binds to the epitope).